Predict which catalyst facilitates the given reaction. From a dataset of Catalyst prediction with 721,799 reactions and 888 catalyst types from USPTO. (1) Reactant: [NH2:1][C:2]1[CH:7]=[C:6]([Cl:8])[C:5]([C:9]([F:12])([F:11])[F:10])=[CH:4][C:3]=1[OH:13].[Cl:14][C:15]1[CH:23]=[N:22][CH:21]=[CH:20][C:16]=1[C:17](O)=[O:18].CCN=C=NCCCN(C)C.N1C=CC=CC=1. Product: [Cl:14][C:15]1[CH:23]=[N:22][CH:21]=[CH:20][C:16]=1[C:17]([NH:1][C:2]1[CH:7]=[C:6]([Cl:8])[C:5]([C:9]([F:12])([F:10])[F:11])=[CH:4][C:3]=1[OH:13])=[O:18]. The catalyst class is: 6. (2) Reactant: [CH2:1]([O:8][CH2:9][CH2:10][CH2:11][CH2:12][C:13]([NH:15][NH2:16])=[O:14])[C:2]1[CH:7]=[CH:6][CH:5]=[CH:4][CH:3]=1.Cl[C:18](=[O:24])[C:19]([O:21][CH2:22][CH3:23])=[O:20]. Product: [CH2:1]([O:8][CH2:9][CH2:10][CH2:11][CH2:12][C:13]([NH:15][NH:16][C:18](=[O:24])[C:19]([O:21][CH2:22][CH3:23])=[O:20])=[O:14])[C:2]1[CH:7]=[CH:6][CH:5]=[CH:4][CH:3]=1. The catalyst class is: 2. (3) Reactant: [C:1]1([NH2:8])[C:2]([NH2:7])=[CH:3][CH:4]=[CH:5][CH:6]=1.[C:9](O)(=O)[CH2:10][OH:11].[OH-].[Na+]. Product: [NH:7]1[C:2]2[CH:3]=[CH:4][CH:5]=[CH:6][C:1]=2[N:8]=[C:9]1[CH2:10][OH:11]. The catalyst class is: 33. (4) Reactant: [C:1](=[O:4])(O)[O-].[Na+].O.[Br:7][C:8]1[CH:13]=[CH:12][C:11]([CH:14]([NH2:16])[CH3:15])=[CH:10][CH:9]=1.ClC(Cl)(OC(=O)OC(Cl)(Cl)Cl)Cl. Product: [Br:7][C:8]1[CH:13]=[CH:12][C:11]([C@@H:14]([N:16]=[C:1]=[O:4])[CH3:15])=[CH:10][CH:9]=1. The catalyst class is: 4. (5) Reactant: C([O:14][C:15]([C:17]1([O:20]/[N:21]=[C:22](/[C:62]2[N:63]=[C:64]([NH:67]C(OC(C)(C)C)=O)[S:65][CH:66]=2)\[C:23]([NH:25][C@@H:26]2[C:29](=[O:30])[N:28]([S:31]([OH:34])(=[O:33])=[O:32])[C@@H:27]2[CH2:35][N:36]2[N:40]=[C:39]([CH2:41][N:42](C(OC(C)(C)C)=O)[CH2:43][CH:44]3[CH2:47][N:46](C(OC(C)(C)C)=O)[CH2:45]3)[CH:38]=[N:37]2)=[O:24])[CH2:19][CH2:18]1)=[O:16])(C1C=CC=CC=1)C1C=CC=CC=1.C(O)(C(F)(F)F)=O. Product: [NH2:67][C:64]1[S:65][CH:66]=[C:62](/[C:22](=[N:21]/[O:20][C:17]2([C:15]([OH:16])=[O:14])[CH2:18][CH2:19]2)/[C:23]([NH:25][C@@H:26]2[C:29](=[O:30])[N:28]([S:31]([OH:34])(=[O:32])=[O:33])[C@@H:27]2[CH2:35][N:36]2[N:40]=[C:39]([CH2:41][NH:42][CH2:43][CH:44]3[CH2:47][NH:46][CH2:45]3)[CH:38]=[N:37]2)=[O:24])[N:63]=1. The catalyst class is: 2. (6) Reactant: [NH2:1][C:2]1[CH:10]=[CH:9][C:5]([C:6]([OH:8])=[O:7])=[CH:4][CH:3]=1.[OH-].[Na+:12]. Product: [NH2:1][C:2]1[CH:10]=[CH:9][C:5]([C:6]([O-:8])=[O:7])=[CH:4][CH:3]=1.[Na+:12]. The catalyst class is: 24. (7) Reactant: [H-].[Na+].[OH:3][C@@H:4]1[CH2:9][CH2:8][CH2:7][N:6](C(OC(C)(C)C)=O)[CH2:5]1.[CH2:17](Br)[CH:18]=[CH2:19].[ClH:21].O1CCOCC1. Product: [ClH:21].[CH2:19]([O:3][C@@H:4]1[CH2:9][CH2:8][CH2:7][NH:6][CH2:5]1)[CH:18]=[CH2:17]. The catalyst class is: 18. (8) Reactant: [CH:1]12[CH2:10][CH:5]3[CH2:6][CH:7]([CH2:9][CH:3]([CH2:4]3)[CH:2]1[NH:11][C:12]([N:14]1[CH2:19][CH2:18][C:17]3([C:27]4[C:22](=[CH:23][CH:24]=[CH:25][CH:26]=4)[NH:21][CH2:20]3)[CH2:16][CH2:15]1)=[O:13])[CH2:8]2.[C:28]1(=[O:34])[O:33][C:31](=[O:32])[CH2:30][CH2:29]1. Product: [CH:1]12[CH2:10][CH:5]3[CH2:6][CH:7]([CH2:9][CH:3]([CH2:4]3)[CH:2]1[NH:11][C:12]([N:14]1[CH2:15][CH2:16][C:17]3([C:27]4[C:22](=[CH:23][CH:24]=[CH:25][CH:26]=4)[N:21]([C:28](=[O:34])[CH2:29][CH2:30][C:31]([OH:33])=[O:32])[CH2:20]3)[CH2:18][CH2:19]1)=[O:13])[CH2:8]2. The catalyst class is: 2. (9) Reactant: [CH2:1]([N:3]1[CH:7]=[CH:6][C:5]([C:8]([OH:10])=O)=[N:4]1)[CH3:2].CN(C)C=O.C(Cl)(=O)C(Cl)=O.[NH2:22][C:23]1[CH:24]=[C:25]([CH:42]=[CH:43][C:44]=1[F:45])[O:26][C:27]1[CH:28]=[CH:29][C:30]2[N:31]([CH:33]=[C:34]([NH:36][C:37]([CH:39]3[CH2:41][CH2:40]3)=[O:38])[N:35]=2)[N:32]=1. Product: [CH:39]1([C:37]([NH:36][C:34]2[N:35]=[C:30]3[CH:29]=[CH:28][C:27]([O:26][C:25]4[CH:42]=[CH:43][C:44]([F:45])=[C:23]([NH:22][C:8]([C:5]5[CH:6]=[CH:7][N:3]([CH2:1][CH3:2])[N:4]=5)=[O:10])[CH:24]=4)=[N:32][N:31]3[CH:33]=2)=[O:38])[CH2:40][CH2:41]1. The catalyst class is: 722.